From a dataset of NCI-60 drug combinations with 297,098 pairs across 59 cell lines. Regression. Given two drug SMILES strings and cell line genomic features, predict the synergy score measuring deviation from expected non-interaction effect. (1) Drug 1: CCC1=C2CN3C(=CC4=C(C3=O)COC(=O)C4(CC)O)C2=NC5=C1C=C(C=C5)O. Drug 2: C1=NC2=C(N1)C(=S)N=CN2. Cell line: NCIH23. Synergy scores: CSS=54.5, Synergy_ZIP=-14.8, Synergy_Bliss=-9.20, Synergy_Loewe=-5.90, Synergy_HSA=-2.99. (2) Drug 1: C1=CC(=CC=C1CC(C(=O)O)N)N(CCCl)CCCl.Cl. Drug 2: CN1C(=O)N2C=NC(=C2N=N1)C(=O)N. Cell line: SK-OV-3. Synergy scores: CSS=6.63, Synergy_ZIP=-1.60, Synergy_Bliss=2.06, Synergy_Loewe=-5.87, Synergy_HSA=-0.859. (3) Drug 1: COC1=CC(=CC(=C1O)OC)C2C3C(COC3=O)C(C4=CC5=C(C=C24)OCO5)OC6C(C(C7C(O6)COC(O7)C8=CC=CS8)O)O. Drug 2: C1CCC(CC1)NC(=O)N(CCCl)N=O. Cell line: U251. Synergy scores: CSS=41.8, Synergy_ZIP=-8.86, Synergy_Bliss=-6.75, Synergy_Loewe=-6.97, Synergy_HSA=-2.99.